This data is from Full USPTO retrosynthesis dataset with 1.9M reactions from patents (1976-2016). The task is: Predict the reactants needed to synthesize the given product. (1) Given the product [OH:22][C:14]1[CH:13]=[C:12]([NH:11][S:8]([C:4]2[CH:5]=[CH:6][CH:7]=[C:2]([N:23]3[CH2:28][CH2:27][CH2:26][CH2:25][CH2:24]3)[CH:3]=2)(=[O:10])=[O:9])[CH:21]=[CH:20][C:15]=1[C:16]([O:18][CH3:19])=[O:17], predict the reactants needed to synthesize it. The reactants are: Br[C:2]1[CH:3]=[C:4]([S:8]([NH:11][C:12]2[CH:21]=[CH:20][C:15]([C:16]([O:18][CH3:19])=[O:17])=[C:14]([OH:22])[CH:13]=2)(=[O:10])=[O:9])[CH:5]=[CH:6][CH:7]=1.[NH:23]1[CH2:28][CH2:27][CH2:26][CH2:25][CH2:24]1.C1(P(C2CCCCC2)C2C=CC=CC=2C2C(N(C)C)=CC=CC=2)CCCCC1. (2) Given the product [CH2:17]([O:24][C:25]1[CH:26]=[CH:27][C:28]([CH2:31][N:2]2[CH2:3][C:4]3[C:9](=[CH:8][CH:7]=[CH:6][CH:5]=3)[C:1]2=[O:10])=[CH:29][CH:30]=1)[C:18]1[CH:19]=[CH:20][CH:21]=[CH:22][CH:23]=1, predict the reactants needed to synthesize it. The reactants are: [C:1]1(=[O:10])[C:9]2[C:4](=[CH:5][CH:6]=[CH:7][CH:8]=2)[CH2:3][NH:2]1.C(=O)([O-])[O-].[Cs+].[Cs+].[CH2:17]([O:24][C:25]1[CH:30]=[CH:29][C:28]([CH2:31]CCl)=[CH:27][CH:26]=1)[C:18]1[CH:23]=[CH:22][CH:21]=[CH:20][CH:19]=1. (3) The reactants are: Br[CH2:2][CH2:3][CH2:4][N:5]([CH3:12])[C:6]1[CH:11]=[CH:10][CH:9]=[CH:8][CH:7]=1.C([O-])([O-])=O.[K+].[K+].[C:19]1([CH:26]=[CH:25][C:23]([OH:24])=[CH:22][CH:21]=1)[OH:20]. Given the product [CH3:12][N:5]([C:6]1[CH:11]=[CH:10][CH:9]=[CH:8][CH:7]=1)[CH2:4][CH2:3][CH2:2][O:20][C:19]1[CH:26]=[CH:25][C:23]([OH:24])=[CH:22][CH:21]=1, predict the reactants needed to synthesize it. (4) Given the product [C:1]([O:4][C@@H:5]1[C@@H:10]([O:11][C:12](=[O:14])[CH3:13])[C@H:9]([O:15][C:16](=[O:18])[CH3:17])[C@@H:8]([CH2:19][O:20][C:21](=[O:23])[CH3:22])[O:7][C@H:6]1[N:24]1[C:32]2[C:27](=[CH:28][CH:29]=[CH:30][CH:31]=2)[C:26]([CH2:33][C:35]2[S:39][C:38]3[CH:40]=[CH:41][CH:42]=[CH:43][C:37]=3[CH:36]=2)=[CH:25]1)(=[O:3])[CH3:2], predict the reactants needed to synthesize it. The reactants are: [C:1]([O:4][C@@H:5]1[C@@H:10]([O:11][C:12](=[O:14])[CH3:13])[C@H:9]([O:15][C:16](=[O:18])[CH3:17])[C@@H:8]([CH2:19][O:20][C:21](=[O:23])[CH3:22])[O:7][C@H:6]1[N:24]1[C:32]2[C:27](=[CH:28][CH:29]=[CH:30][CH:31]=2)[C:26]([C:33]([C:35]2[S:39][C:38]3[CH:40]=[CH:41][CH:42]=[CH:43][C:37]=3[CH:36]=2)=O)=[CH:25]1)(=[O:3])[CH3:2].[BH4-].[Na+].